Dataset: Forward reaction prediction with 1.9M reactions from USPTO patents (1976-2016). Task: Predict the product of the given reaction. (1) Given the reactants [OH:1][C:2]1[CH:9]=[C:8]([N+:10]([O-:12])=[O:11])[CH:7]=[CH:6][C:3]=1[C:4]#[N:5].[CH2:13]1[CH2:23][CH2:22]N2C(=NCCC2)C[CH2:14]1.F[C:25](F)(F)C([O-])=O, predict the reaction product. The product is: [CH3:25][C:13]([CH3:14])([O:1][C:2]1[CH:9]=[C:8]([N+:10]([O-:12])=[O:11])[CH:7]=[CH:6][C:3]=1[C:4]#[N:5])[C:23]#[CH:22]. (2) Given the reactants Br[C:2]1[C:10]2[C:5](=[CH:6][CH:7]=[C:8]([NH:11][C:12]3[N:21]=[CH:20][C:19]([CH:22]4[CH2:24][CH2:23]4)=[CH:18][C:13]=3[C:14]([O:16][CH3:17])=[O:15])[CH:9]=2)[N:4]([CH2:25][CH3:26])[CH:3]=1.[C:27]1(B(O)O)[CH:32]=[CH:31][CH:30]=[CH:29][CH:28]=1.C(=O)([O-])[O-].[K+].[K+].C1(C)C=CC=CC=1, predict the reaction product. The product is: [CH:22]1([C:19]2[CH:20]=[N:21][C:12]([NH:11][C:8]3[CH:9]=[C:10]4[C:5](=[CH:6][CH:7]=3)[N:4]([CH2:25][CH3:26])[CH:3]=[C:2]4[C:27]3[CH:32]=[CH:31][CH:30]=[CH:29][CH:28]=3)=[C:13]([CH:18]=2)[C:14]([O:16][CH3:17])=[O:15])[CH2:24][CH2:23]1. (3) Given the reactants [NH2:1][C:2]1[CH:7]=[C:6]([CH:8]2[S:12][C:11]([CH2:13][CH3:14])=[N:10][C:9]2([C:23]2[CH:24]=[C:25]([CH:29]=[CH:30][CH:31]=2)[C:26]([OH:28])=[O:27])C2C=CC=C(C#N)C=2)[CH:5]=[CH:4][N:3]=1.S(=O)(=O)(O)O.[OH-].[Na+].[CH3:39]O, predict the reaction product. The product is: [NH2:1][C:2]1[CH:7]=[C:6]([C:8]2[S:12][C:11]([CH2:13][CH3:14])=[N:10][C:9]=2[C:23]2[CH:24]=[C:25]([CH:29]=[CH:30][CH:31]=2)[C:26]([O:28][CH3:39])=[O:27])[CH:5]=[CH:4][N:3]=1.